Dataset: Reaction yield outcomes from USPTO patents with 853,638 reactions. Task: Predict the reaction yield, written as a fraction of the theoretical maximum amount of product (1.0 means a 100% yield; for example, 0.34 means a 34% yield). (1) The reactants are [C:1](=[O:4])([OH:3])[NH2:2].FC(F)(F)S([C:10]1([OH:30])[C:23]2[O:24][C@@H:20]3[C@@:21]45[CH2:25][CH2:26][N:27]([CH3:28])[C@@H:15]([C@@H:16]4[CH:17]=[CH:18][C@@H:19]3[OH:29])[CH2:14][C:13]([C:22]5=2)=[CH:12][CH2:11]1)(=O)=O.C(N(CC)CC)C.B.OC(C(O)(C)C)(C)C. The catalyst is ClCCCl. The product is [C:1](=[O:3])([OH:4])[NH2:2].[CH:12]1[C:13]2[CH2:14][C@H:15]3[N:27]([CH2:26][CH2:25][C@@:21]45[C@H:16]3[CH:17]=[CH:18][C@H:19]([OH:29])[C@@H:20]4[O:24][C:23]([C:22]=25)=[C:10]([OH:30])[CH:11]=1)[CH3:28]. The yield is 0.940. (2) The reactants are Br[C:2]1[C:7](=[O:8])[N:6]([CH2:9][C:10]2[CH:15]=[CH:14][C:13]([C:16]3[C:17]([C:22]#[N:23])=[CH:18][CH:19]=[CH:20][CH:21]=3)=[CH:12][CH:11]=2)[C:5]([CH2:24][CH2:25][CH2:26][CH3:27])=[N:4][C:3]=1[CH2:28][CH3:29].[CH3:30][CH:31]1[CH2:35][C:34]2[CH:36]=[C:37](B(O)O)[CH:38]=[CH:39][C:33]=2[O:32]1.C(=O)([O-])[O-].[Cs+].[Cs+]. The catalyst is O1CCOCC1.C(OCC)(=O)C.C1C=CC(P(C2C=CC=CC=2)[C-]2C=CC=C2)=CC=1.C1C=CC(P(C2C=CC=CC=2)[C-]2C=CC=C2)=CC=1.Cl[Pd]Cl.[Fe+2]. The product is [CH2:24]([C:5]1[N:6]([CH2:9][C:10]2[CH:15]=[CH:14][C:13]([C:16]3[C:17]([C:22]#[N:23])=[CH:18][CH:19]=[CH:20][CH:21]=3)=[CH:12][CH:11]=2)[C:7](=[O:8])[C:2]([C:37]2[CH:38]=[CH:39][C:33]3[O:32][CH:31]([CH3:30])[CH2:35][C:34]=3[CH:36]=2)=[C:3]([CH2:28][CH3:29])[N:4]=1)[CH2:25][CH2:26][CH3:27]. The yield is 0.820. (3) The yield is 0.540. The catalyst is C1COCC1. The reactants are [CH:1]([C:3]1[CH:4]=[C:5]([CH3:22])[CH:6]=[C:7]2[C:12]=1[O:11][CH:10]([C:13]([F:16])([F:15])[F:14])[C:9]([C:17]([O:19][CH2:20][CH3:21])=[O:18])=[CH:8]2)=[O:2].[C:23](=O)=O.CC(C)=O.C[Mg]Br. The product is [OH:2][CH:1]([C:3]1[CH:4]=[C:5]([CH3:22])[CH:6]=[C:7]2[C:12]=1[O:11][CH:10]([C:13]([F:16])([F:14])[F:15])[C:9]([C:17]([O:19][CH2:20][CH3:21])=[O:18])=[CH:8]2)[CH3:23]. (4) The reactants are [Cl:1][C:2]1[C:3]2[N:4]([C:8]([C@H:11]3[CH2:16][N:15]4[C:17](=[O:21])[O:18][CH:19]([CH3:20])[C@@H:14]4[CH2:13][CH2:12]3)=[N:9][CH:10]=2)[CH:5]=[CH:6][N:7]=1.C1C(=O)N([Br:29])C(=O)C1.C([O-])(O)=O.[Na+]. The catalyst is CN(C=O)C. The product is [Br:29][C:10]1[N:9]=[C:8]([C@H:11]2[CH2:16][N:15]3[C:17](=[O:21])[O:18][CH:19]([CH3:20])[C@@H:14]3[CH2:13][CH2:12]2)[N:4]2[CH:5]=[CH:6][N:7]=[C:2]([Cl:1])[C:3]=12. The yield is 0.892.